From a dataset of Full USPTO retrosynthesis dataset with 1.9M reactions from patents (1976-2016). Predict the reactants needed to synthesize the given product. (1) Given the product [CH2:1]([NH:9][CH2:17][CH2:10][CH2:11][CH2:12][S:13]([OH:16])(=[O:15])=[O:14])[CH2:2][CH2:3][CH2:4][CH2:5][CH2:6][CH2:7][CH3:8], predict the reactants needed to synthesize it. The reactants are: [CH2:1]([NH2:9])[CH2:2][CH2:3][CH2:4][CH2:5][CH2:6][CH2:7][CH3:8].[CH2:10]1[CH2:17][O:16][S:13](=[O:15])(=[O:14])[CH2:12][CH2:11]1.CC(C)=O. (2) Given the product [CH2:2]([N:9]1[C:17]([OH:28])=[N:16][C:15]2[C:10]1=[N:11][C:12]([O:20][CH2:21][C:22]([O:24][CH3:25])=[O:23])=[N:13][C:14]=2[NH2:19])[C:3]1[CH:8]=[CH:7][CH:6]=[CH:5][CH:4]=1, predict the reactants needed to synthesize it. The reactants are: [Na].[CH2:2]([N:9]1[C:17](Br)=[N:16][C:15]2[C:10]1=[N:11][C:12]([O:20][CH2:21][C:22]([O:24][CH3:25])=[O:23])=[N:13][C:14]=2[NH2:19])[C:3]1[CH:8]=[CH:7][CH:6]=[CH:5][CH:4]=1.Cl.C[OH:28]. (3) Given the product [NH2:10][CH2:11][CH:12]([NH:20][C:21]1[NH:22][C:23]([C:26]2[CH:27]=[C:28]3[C:33](=[CH:34][CH:35]=2)[CH:32]=[N:31][CH:30]=[CH:29]3)=[CH:24][N:25]=1)[CH2:13][C:14]1[CH:15]=[CH:16][CH:17]=[CH:18][CH:19]=1, predict the reactants needed to synthesize it. The reactants are: COC1C=CC(C[N:10](CC2C=CC(OC)=CC=2)[CH2:11][CH:12]([NH:20][C:21]2[N:22](COCC[Si](C)(C)C)[C:23]([C:26]3[CH:27]=[C:28]4[C:33](=[CH:34][CH:35]=3)[CH:32]=[N:31][CH:30]=[CH:29]4)=[CH:24][N:25]=2)[CH2:13][C:14]2[CH:19]=[CH:18][CH:17]=[CH:16][CH:15]=2)=CC=1.NC(CC1C=CC=CC=1)CN(CC1C=CC(OC)=CC=1)CC1C=CC(OC)=CC=1.C([Li])CCC.C[Si](C)(C)CCOCN1C(C2C=C3C(=CC=2)C=NC=C3)=CN=C1S(C1C=CC=CC=1)(=O)=O.[OH-].[NH4+].